This data is from Catalyst prediction with 721,799 reactions and 888 catalyst types from USPTO. The task is: Predict which catalyst facilitates the given reaction. (1) Reactant: [Br:1][C:2]1[S:15][C:5]2[N:6]([CH3:14])[C:7]([C:9](OCC)=[O:10])=[CH:8][C:4]=2[CH:3]=1.CC(C[AlH]CC(C)C)C. Product: [Br:1][C:2]1[S:15][C:5]2[N:6]([CH3:14])[C:7]([CH2:9][OH:10])=[CH:8][C:4]=2[CH:3]=1. The catalyst class is: 2. (2) Reactant: [CH2:1]([C:3]1[C:10]([C:11]2[CH:12]=[N:13][C:14]([C:17]3[CH:22]=[CH:21][C:20]([O:23][CH:24]([CH3:26])[CH3:25])=[C:19]([C:27]([F:30])([F:29])[F:28])[CH:18]=3)=[N:15][CH:16]=2)=[CH:9][CH:8]=[CH:7][C:4]=1C=O)[CH3:2].[CH3:31][NH:32][CH2:33][C:34]([OH:36])=[O:35].[C:37](O)(=O)C. The catalyst class is: 8. Product: [CH2:1]([C:3]1[C:10]([C:11]2[CH:16]=[N:15][C:14]([C:17]3[CH:22]=[CH:21][C:20]([O:23][CH:24]([CH3:26])[CH3:25])=[C:19]([C:27]([F:30])([F:29])[F:28])[CH:18]=3)=[N:13][CH:12]=2)=[CH:9][CH:8]=[CH:7][C:4]=1[CH2:31][N:32]([CH3:37])[CH2:33][C:34]([OH:36])=[O:35])[CH3:2]. (3) Reactant: C([O:3][C:4](=[O:46])[C:5]([CH3:45])([O:38][C:39]1[CH:44]=[CH:43][CH:42]=[CH:41][CH:40]=1)[CH2:6][C:7]1[CH:12]=[CH:11][C:10]([O:13][CH2:14][CH2:15][CH:16]2[CH2:20][N:19]([CH2:21][C:22]3[CH:27]=[C:26]([C:28]([F:31])([F:30])[F:29])[CH:25]=[C:24]([C:32]([F:35])([F:34])[F:33])[CH:23]=3)[C:18](=[O:36])[N:17]2[CH3:37])=[CH:9][CH:8]=1)C.[OH-].[Na+].Cl. Product: [F:35][C:32]([F:33])([F:34])[C:24]1[CH:23]=[C:22]([CH:27]=[C:26]([C:28]([F:29])([F:30])[F:31])[CH:25]=1)[CH2:21][N:19]1[CH2:20][CH:16]([CH2:15][CH2:14][O:13][C:10]2[CH:11]=[CH:12][C:7]([CH2:6][C:5]([CH3:45])([O:38][C:39]3[CH:44]=[CH:43][CH:42]=[CH:41][CH:40]=3)[C:4]([OH:46])=[O:3])=[CH:8][CH:9]=2)[N:17]([CH3:37])[C:18]1=[O:36]. The catalyst class is: 8. (4) Reactant: [CH:1]([O:4][C:5](=[O:34])[C:6]1[CH:11]=[C:10]([C:12]#[C:13][C:14]2[CH:19]=[CH:18][C:17]([CH2:20][C:21]([O:23]CCC[Si](C)(C)C)=[O:22])=[C:16]([F:31])[CH:15]=2)[CH:9]=[C:8]([C:32]#[CH:33])[CH:7]=1)([CH3:3])[CH3:2].O. Product: [CH:1]([O:4][C:5](=[O:34])[C:6]1[CH:7]=[C:8]([C:32]#[CH:33])[CH:9]=[C:10]([C:12]#[C:13][C:14]2[CH:19]=[CH:18][C:17]([CH2:20][C:21]([OH:23])=[O:22])=[C:16]([F:31])[CH:15]=2)[CH:11]=1)([CH3:3])[CH3:2]. The catalyst class is: 16.